Dataset: Catalyst prediction with 721,799 reactions and 888 catalyst types from USPTO. Task: Predict which catalyst facilitates the given reaction. (1) Reactant: [CH2:1]([C@@H:8]1[CH2:13][N:12]([CH2:14][C:15]2[CH:20]=[CH:19][CH:18]=[CH:17][CH:16]=2)[CH2:11][CH2:10][N:9]1[C:21]([C:23]1[CH:27]=[C:26]([CH3:28])[N:25]([C:29]2[CH:30]=[C:31]([CH:34]=[CH:35][CH:36]=2)[C:32]#[N:33])[C:24]=1[C:37]1[CH:42]=[CH:41][CH:40]=[CH:39][CH:38]=1)=[O:22])[C:2]1[CH:7]=[CH:6][CH:5]=[CH:4][CH:3]=1.[OH-:43].[Na+].Cl.O. Product: [CH2:1]([C@@H:8]1[CH2:13][N:12]([CH2:14][C:15]2[CH:16]=[CH:17][CH:18]=[CH:19][CH:20]=2)[CH2:11][CH2:10][N:9]1[C:21]([C:23]1[CH:27]=[C:26]([CH3:28])[N:25]([C:29]2[CH:30]=[C:31]([CH:34]=[CH:35][CH:36]=2)[C:32]([NH2:33])=[O:43])[C:24]=1[C:37]1[CH:38]=[CH:39][CH:40]=[CH:41][CH:42]=1)=[O:22])[C:2]1[CH:7]=[CH:6][CH:5]=[CH:4][CH:3]=1. The catalyst class is: 148. (2) Reactant: Cl.[Cl:2][C:3]1[CH:4]=[C:5]([CH:11]([C:28]([F:31])([F:30])[F:29])/[CH:12]=[CH:13]/[C:14]2[CH:24]=[CH:23][C:17]([C:18]([O:20]CC)=[O:19])=[C:16]([N+:25]([O-:27])=[O:26])[CH:15]=2)[CH:6]=[C:7]([Cl:10])[C:8]=1[F:9]. Product: [Cl:2][C:3]1[CH:4]=[C:5]([CH:11]([C:28]([F:31])([F:30])[F:29])/[CH:12]=[CH:13]/[C:14]2[CH:24]=[CH:23][C:17]([C:18]([OH:20])=[O:19])=[C:16]([N+:25]([O-:27])=[O:26])[CH:15]=2)[CH:6]=[C:7]([Cl:10])[C:8]=1[F:9]. The catalyst class is: 12.